Dataset: Full USPTO retrosynthesis dataset with 1.9M reactions from patents (1976-2016). Task: Predict the reactants needed to synthesize the given product. (1) Given the product [OH:1][C:2]1([C:6]2[S:7][C:8]([C:11]3[CH:12]=[C:13]([NH:18][C:19]4[N:24]=[C:23]([O:25][CH:26]5[CH2:31][CH2:30][CH:29]([C:32]([OH:34])=[O:33])[CH2:28][CH2:27]5)[CH:22]=[CH:21][N:20]=4)[CH:14]=[C:15]([CH3:17])[CH:16]=3)=[CH:9][N:10]=2)[CH2:3][CH2:4][CH2:5]1, predict the reactants needed to synthesize it. The reactants are: [OH:1][C:2]1([C:6]2[S:7][C:8]([C:11]3[CH:12]=[C:13]([NH:18][C:19]4[N:24]=[C:23]([O:25][CH:26]5[CH2:31][CH2:30][CH:29]([C:32]([O:34]CC)=[O:33])[CH2:28][CH2:27]5)[CH:22]=[CH:21][N:20]=4)[CH:14]=[C:15]([CH3:17])[CH:16]=3)=[CH:9][N:10]=2)[CH2:5][CH2:4][CH2:3]1.CO.[OH-].[Na+].Cl. (2) Given the product [CH2:1]([O:3][C:4]([C:6]1[N:7]([CH2:38][C:37]2[CH:40]=[CH:41][CH:42]=[C:35]([O:28][C:29]3[CH:34]=[CH:33][CH:32]=[CH:31][CH:30]=3)[CH:36]=2)[C:8]2[C:13]([C:14]=1[I:15])=[CH:12][CH:11]=[C:10]([C:16]1[CH:17]=[CH:18][C:19]([C:22]([CH3:24])([CH3:23])[CH3:25])=[CH:20][CH:21]=1)[CH:9]=2)=[O:5])[CH3:2], predict the reactants needed to synthesize it. The reactants are: [CH2:1]([O:3][C:4]([C:6]1[NH:7][C:8]2[C:13]([C:14]=1[I:15])=[CH:12][CH:11]=[C:10]([C:16]1[CH:21]=[CH:20][C:19]([C:22]([CH3:25])([CH3:24])[CH3:23])=[CH:18][CH:17]=1)[CH:9]=2)=[O:5])[CH3:2].[H-].[Na+].[O:28]([C:35]1[CH:36]=[C:37]([CH:40]=[CH:41][CH:42]=1)[CH2:38]Cl)[C:29]1[CH:34]=[CH:33][CH:32]=[CH:31][CH:30]=1.O. (3) Given the product [CH3:19][NH:20][CH2:2][CH2:3][CH2:4][CH2:5][CH2:6][C:7]([O:9][CH2:10][CH3:11])=[O:8], predict the reactants needed to synthesize it. The reactants are: Br[CH2:2][CH2:3][CH2:4][CH2:5][CH2:6][C:7]([O:9][CH2:10][CH3:11])=[O:8].C([CH2:19][NH2:20])C1C=CC=CC=1. (4) Given the product [C:1]([C:3]1[CH:17]=[C:16]([C:29]2[CH:30]=[CH:31][N:26]=[CH:27][CH:28]=2)[C:6]2[N:7]([C:10]3[CH:15]=[CH:14][CH:13]=[CH:12][CH:11]=3)[CH:8]=[N:9][C:5]=2[CH:4]=1)#[N:2], predict the reactants needed to synthesize it. The reactants are: [C:1]([C:3]1[CH:17]=[C:16](I)[C:6]2[N:7]([C:10]3[CH:15]=[CH:14][CH:13]=[CH:12][CH:11]=3)[CH:8]=[N:9][C:5]=2[CH:4]=1)#[N:2].C1(C)C=CC=CC=1.[N:26]1[CH:31]=[CH:30][C:29](B(O)O)=[CH:28][CH:27]=1.C(=O)([O-])[O-].[K+].[K+]. (5) Given the product [CH2:14]([O:13][C:11](=[O:12])[CH2:10][O:7][CH2:1][CH:2]1[CH2:3][CH2:4][CH2:5][O:6]1)[CH3:15], predict the reactants needed to synthesize it. The reactants are: [CH2:1]([OH:7])[CH:2]1[O:6][CH2:5][CH2:4][CH2:3]1.[N+](=[CH:10][C:11]([O:13][CH2:14][CH3:15])=[O:12])=[N-].